Dataset: Full USPTO retrosynthesis dataset with 1.9M reactions from patents (1976-2016). Task: Predict the reactants needed to synthesize the given product. Given the product [ClH:34].[C:1]([C:3]1[CH:4]=[C:5]2[C:9](=[CH:10][CH:11]=1)[NH:8][CH:7]=[C:6]2[CH2:12][CH2:13][CH2:14][CH2:15][N:16]1[CH2:17][CH2:18][N:19]([C:22]2[CH:23]=[CH:24][C:25]3[O:29][C:28]([C:30](=[O:32])[NH2:31])=[CH:27][C:26]=3[CH:33]=2)[CH2:20][CH2:21]1)#[N:2].[CH2:35]([OH:38])[C:37]1[CH:5]=[CH:4][CH:3]=[CH:11][CH:10]=1, predict the reactants needed to synthesize it. The reactants are: [C:1]([C:3]1[CH:4]=[C:5]2[C:9](=[CH:10][CH:11]=1)[NH:8][CH:7]=[C:6]2[CH2:12][CH2:13][CH2:14][CH2:15][N:16]1[CH2:21][CH2:20][N:19]([C:22]2[CH:23]=[CH:24][C:25]3[O:29][C:28]([C:30](=[O:32])[NH2:31])=[CH:27][C:26]=3[CH:33]=2)[CH2:18][CH2:17]1)#[N:2].[ClH:34].[CH:35]([OH:38])([CH3:37])C.C(OCC)(=O)C.